From a dataset of Catalyst prediction with 721,799 reactions and 888 catalyst types from USPTO. Predict which catalyst facilitates the given reaction. (1) Reactant: Br[C:2]1[CH:7]=[CH:6][CH:5]=[C:4]([F:8])[C:3]=1[F:9].[N:10]1[CH:15]=[CH:14][CH:13]=[C:12]2[CH2:16][C:17](=[O:21])[CH2:18][CH2:19][CH2:20][C:11]=12. Product: [F:9][C:3]1[C:4]([F:8])=[CH:5][CH:6]=[CH:7][C:2]=1[C:17]1([OH:21])[CH2:18][CH2:19][CH2:20][C:11]2=[N:10][CH:15]=[CH:14][CH:13]=[C:12]2[CH2:16]1. The catalyst class is: 1. (2) Reactant: [NH2:1][C:2]1[CH:9]=[CH:8][C:5]([CH2:6][OH:7])=[CH:4][CH:3]=1.C1C=CC2N(O)N=NC=2C=1.[CH2:20]([O:38][CH:39]1[CH:44]([O:45][CH2:46][CH2:47][CH2:48][CH2:49][CH2:50][CH2:51][CH2:52][CH2:53][CH2:54][CH2:55][CH2:56][CH2:57][CH2:58][CH2:59][CH2:60][CH2:61][CH2:62][CH3:63])[CH:43]([O:64][CH2:65][CH2:66][CH2:67][CH2:68][CH2:69][CH2:70][CH2:71][CH2:72][CH2:73][CH2:74][CH2:75][CH2:76][CH2:77][CH2:78][CH2:79][CH2:80][CH2:81][CH3:82])[CH2:42][CH:41]([C:83](O)=[O:84])[CH2:40]1)[CH2:21][CH2:22][CH2:23][CH2:24][CH2:25][CH2:26][CH2:27][CH2:28][CH2:29][CH2:30][CH2:31][CH2:32][CH2:33][CH2:34][CH2:35][CH2:36][CH3:37].CCN=C=NCCCN(C)C.Cl. Product: [OH:7][CH2:6][C:5]1[CH:8]=[CH:9][C:2]([NH:1][C:83]([CH:41]2[CH2:42][CH:43]([O:64][CH2:65][CH2:66][CH2:67][CH2:68][CH2:69][CH2:70][CH2:71][CH2:72][CH2:73][CH2:74][CH2:75][CH2:76][CH2:77][CH2:78][CH2:79][CH2:80][CH2:81][CH3:82])[CH:44]([O:45][CH2:46][CH2:47][CH2:48][CH2:49][CH2:50][CH2:51][CH2:52][CH2:53][CH2:54][CH2:55][CH2:56][CH2:57][CH2:58][CH2:59][CH2:60][CH2:61][CH2:62][CH3:63])[CH:39]([O:38][CH2:20][CH2:21][CH2:22][CH2:23][CH2:24][CH2:25][CH2:26][CH2:27][CH2:28][CH2:29][CH2:30][CH2:31][CH2:32][CH2:33][CH2:34][CH2:35][CH2:36][CH3:37])[CH2:40]2)=[O:84])=[CH:3][CH:4]=1. The catalyst class is: 146. (3) Reactant: [CH3:1][C:2]1[N:7]=[C:6]([NH2:8])[CH:5]=[CH:4][CH:3]=1.C([N:17]=[C:18]=[S:19])(=O)C1C=CC=CC=1. Product: [CH3:1][C:2]1[N:7]=[C:6]([NH:8][C:18]([NH2:17])=[S:19])[CH:5]=[CH:4][CH:3]=1. The catalyst class is: 8. (4) Reactant: N#N.Cl.[F:4][C:5]1([F:10])[CH2:9][CH2:8][NH:7][CH2:6]1.Cl[CH2:12][CH2:13][O:14][CH2:15][CH2:16][OH:17].C([O-])([O-])=O.[K+].[K+]. Product: [F:4][C:5]1([F:10])[CH2:9][CH2:8][N:7]([CH2:12][CH2:13][O:14][CH2:15][CH2:16][OH:17])[CH2:6]1. The catalyst class is: 11. (5) Reactant: [NH2:1][C:2]1[C:3]([F:28])=[C:4]([C:10]([C:12]2[CH:13]=[C:14]3[C:19](=[CH:20][CH:21]=2)[N:18]=[CH:17][C:16]([N:22]2[CH2:27][CH2:26][O:25][CH2:24][CH2:23]2)=[N:15]3)=[O:11])[C:5]([F:9])=[C:6]([F:8])[CH:7]=1.CCN(C(C)C)C(C)C.[F:38][C:39]([F:50])([F:49])[C:40]1[CH:41]=[C:42]([CH:46]=[CH:47][CH:48]=1)[C:43](Cl)=[O:44]. Product: [F:28][C:3]1[C:4]([C:10]([C:12]2[CH:13]=[C:14]3[C:19](=[CH:20][CH:21]=2)[N:18]=[CH:17][C:16]([N:22]2[CH2:27][CH2:26][O:25][CH2:24][CH2:23]2)=[N:15]3)=[O:11])=[C:5]([F:9])[C:6]([F:8])=[CH:7][C:2]=1[NH:1][C:43](=[O:44])[C:42]1[CH:46]=[CH:47][CH:48]=[C:40]([C:39]([F:38])([F:49])[F:50])[CH:41]=1. The catalyst class is: 2. (6) Reactant: [F:1][C:2]1[CH:7]=[CH:6][C:5]([S:8]([C@@:11]2([C:29]3[CH:34]=[CH:33][C:32]([C:35]([F:44])([C:40]([F:43])([F:42])[F:41])[C:36]([F:39])([F:38])[F:37])=[CH:31][CH:30]=3)[CH2:15][CH2:14][N:13]([C:16]([C:18]3([C:26](O)=[O:27])[CH2:23][CH2:22][S:21](=[O:25])(=[O:24])[CH2:20][CH2:19]3)=[O:17])[CH2:12]2)(=[O:10])=[O:9])=[CH:4][CH:3]=1.C[CH2:46][N:47](C(C)C)C(C)C.F[P-](F)(F)(F)(F)F.N1(O[P+](N(C)C)(N(C)C)N(C)C)C2C=CC=CC=2N=N1.CN. Product: [F:1][C:2]1[CH:3]=[CH:4][C:5]([S:8]([C@@:11]2([C:29]3[CH:30]=[CH:31][C:32]([C:35]([F:44])([C:40]([F:41])([F:42])[F:43])[C:36]([F:37])([F:39])[F:38])=[CH:33][CH:34]=3)[CH2:15][CH2:14][N:13]([C:16]([C:18]3([C:26]([NH:47][CH3:46])=[O:27])[CH2:23][CH2:22][S:21](=[O:25])(=[O:24])[CH2:20][CH2:19]3)=[O:17])[CH2:12]2)(=[O:9])=[O:10])=[CH:6][CH:7]=1. The catalyst class is: 76.